Regression. Given a peptide amino acid sequence and an MHC pseudo amino acid sequence, predict their binding affinity value. This is MHC class II binding data. From a dataset of Peptide-MHC class II binding affinity with 134,281 pairs from IEDB. (1) The peptide sequence is WLDAKSTWYGKPTAA. The MHC is HLA-DQA10501-DQB10301 with pseudo-sequence HLA-DQA10501-DQB10301. The binding affinity (normalized) is 0.652. (2) The peptide sequence is GKAFATYTNAKRIVK. The MHC is HLA-DPA10201-DPB11401 with pseudo-sequence HLA-DPA10201-DPB11401. The binding affinity (normalized) is 0.409. (3) The peptide sequence is SGHAFGAMAKKGDEQ. The MHC is DRB5_0101 with pseudo-sequence DRB5_0101. The binding affinity (normalized) is 0.442. (4) The peptide sequence is DDCVVRPIDDRFGLA. The MHC is DRB1_0701 with pseudo-sequence DRB1_0701. The binding affinity (normalized) is 0.459. (5) The peptide sequence is NRASLMQLISTNVFG. The MHC is HLA-DPA10201-DPB11401 with pseudo-sequence HLA-DPA10201-DPB11401. The binding affinity (normalized) is 0.251.